Dataset: Reaction yield outcomes from USPTO patents with 853,638 reactions. Task: Predict the reaction yield, written as a fraction of the theoretical maximum amount of product (1.0 means a 100% yield; for example, 0.34 means a 34% yield). The reactants are [NH2:1][C:2]1[CH:30]=[CH:29][C:5]2[NH:6][C:7]([C:12]3[C:13](=[O:28])[N:14]([CH2:23][CH2:24][CH:25]([CH3:27])[CH3:26])[C:15]4[C:20]([C:21]=3[OH:22])=[CH:19][CH:18]=[CH:17][N:16]=4)=[N:8][S:9](=[O:11])(=[O:10])[C:4]=2[CH:3]=1.[C:31]1([CH2:37][S:38](Cl)(=[O:40])=[O:39])[CH:36]=[CH:35][CH:34]=[CH:33][CH:32]=1. The catalyst is N1C=CC=CC=1. The product is [OH:22][C:21]1[C:20]2[C:15](=[N:16][CH:17]=[CH:18][CH:19]=2)[N:14]([CH2:23][CH2:24][CH:25]([CH3:27])[CH3:26])[C:13](=[O:28])[C:12]=1[C:7]1[NH:6][C:5]2[CH:29]=[CH:30][C:2]([NH:1][S:38]([CH2:37][C:31]3[CH:36]=[CH:35][CH:34]=[CH:33][CH:32]=3)(=[O:40])=[O:39])=[CH:3][C:4]=2[S:9](=[O:11])(=[O:10])[N:8]=1. The yield is 0.240.